Predict which catalyst facilitates the given reaction. From a dataset of Catalyst prediction with 721,799 reactions and 888 catalyst types from USPTO. Reactant: C(OCC(Cl)(Cl)Cl)=O.ClC(Cl)(Cl)C[O:12][C:13](=O)[NH:14][C:15]1[CH:20]=[C:19]([N:21]2[CH2:25][CH:24]([C:26]3[CH:31]=[CH:30][CH:29]=[CH:28][CH:27]=3)[O:23][C:22]2=[O:32])[CH:18]=[CH:17][N:16]=1.ClC(Cl)(Cl)COC(N(C1C=C(N2CC(C3C=CC=CC=3)OC2=O)C=CN=1)C(OCC(Cl)(Cl)Cl)=O)=O.[N:71]1[CH:76]=[CH:75][CH:74]=[CH:73][C:72]=1[CH2:77][NH2:78].C(N(C(C)C)CC)(C)C. Product: [O:32]=[C:22]1[N:21]([C:19]2[CH:18]=[CH:17][N:16]=[C:15]([NH:14][C:13]([NH:78][CH2:77][C:72]3[CH:73]=[CH:74][CH:75]=[CH:76][N:71]=3)=[O:12])[CH:20]=2)[CH2:25][CH:24]([C:26]2[CH:27]=[CH:28][CH:29]=[CH:30][CH:31]=2)[O:23]1. The catalyst class is: 18.